This data is from Full USPTO retrosynthesis dataset with 1.9M reactions from patents (1976-2016). The task is: Predict the reactants needed to synthesize the given product. (1) Given the product [C:13]([O:12][C:9]1[CH:10]=[CH:11][C:6]([C:2]2[S:1][CH:5]=[CH:4][CH:3]=2)=[CH:7][CH:8]=1)(=[O:15])[CH3:14], predict the reactants needed to synthesize it. The reactants are: [S:1]1[CH:5]=[CH:4][CH:3]=[C:2]1[C:6]1[CH:11]=[CH:10][C:9]([OH:12])=[CH:8][CH:7]=1.[C:13](OC(=O)C)(=[O:15])[CH3:14].N1C=CC=CC=1. (2) The reactants are: [OH:1][CH:2]1[CH2:20][CH:19]2[N:4]([C:5](=[O:39])[CH:6]([NH:31][C:32]([O:34][C:35]([CH3:38])([CH3:37])[CH3:36])=[O:33])[CH2:7][O:8][CH2:9][CH2:10][CH2:11][CH:12]=[CH:13][CH:14]3[C:16]([C:22]([NH:24][S:25]([CH:28]4[CH2:30][CH2:29]4)(=[O:27])=[O:26])=[O:23])([NH:17][C:18]2=[O:21])[CH2:15]3)[CH2:3]1.[O:40]([C:47]1[CH:52]=[CH:51][CH:50]=[CH:49][C:48]=1[N:53]=[C:54]=[O:55])[C:41]1[CH:46]=[CH:45][CH:44]=[CH:43][CH:42]=1. Given the product [O:40]([C:47]1[CH:52]=[CH:51][CH:50]=[CH:49][C:48]=1[NH:53][C:54]([O:1][CH:2]1[CH2:20][CH:19]2[N:4]([C:5](=[O:39])[CH:6]([NH:31][C:32]([O:34][C:35]([CH3:36])([CH3:38])[CH3:37])=[O:33])[CH2:7][O:8][CH2:9][CH2:10][CH2:11][CH:12]=[CH:13][CH:14]3[C:16]([C:22]([NH:24][S:25]([CH:28]4[CH2:29][CH2:30]4)(=[O:26])=[O:27])=[O:23])([NH:17][C:18]2=[O:21])[CH2:15]3)[CH2:3]1)=[O:55])[C:41]1[CH:42]=[CH:43][CH:44]=[CH:45][CH:46]=1, predict the reactants needed to synthesize it. (3) Given the product [C:42]([NH:46][C:8]([C:5]1[CH:4]=[CH:3][C:2]([Br:1])=[CH:7][N:6]=1)=[O:10])([CH3:45])([CH3:44])[CH3:43], predict the reactants needed to synthesize it. The reactants are: [Br:1][C:2]1[CH:3]=[CH:4][C:5]([C:8]([OH:10])=O)=[N:6][CH:7]=1.CCN(C(C)C)C(C)C.CN(C(ON1N=NC2C=CC=CC1=2)=[N+](C)C)C.[B-](F)(F)(F)F.[C:42]([NH2:46])([CH3:45])([CH3:44])[CH3:43]. (4) Given the product [CH3:20][O:21][C:22]1[CH:23]=[CH:24][C:25]([N:28]2[CH2:33][CH2:32][N:31]([C:13]([O:1][N:2]3[C:6](=[O:7])[CH2:5][C:4]([CH3:9])([CH3:8])[C:3]3=[O:10])=[O:14])[CH2:30][CH2:29]2)=[CH:26][CH:27]=1, predict the reactants needed to synthesize it. The reactants are: [OH:1][N:2]1[C:6](=[O:7])[CH2:5][C:4]([CH3:9])([CH3:8])[C:3]1=[O:10].CC1(C)CC(=O)[O:14][C:13]1=O.[CH3:20][O:21][C:22]1[CH:27]=[CH:26][C:25]([N:28]2[CH2:33][CH2:32][NH:31][CH2:30][CH2:29]2)=[CH:24][CH:23]=1. (5) Given the product [OH:17][CH2:2][CH2:1][C:4]1[CH:13]=[CH:12][C:7]2[C:8](=[O:11])[O:9][CH2:10][C:6]=2[CH:5]=1, predict the reactants needed to synthesize it. The reactants are: [CH2:1]([C:4]1[CH:13]=[CH:12][C:7]2[C:8](=[O:11])[O:9][CH2:10][C:6]=2[CH:5]=1)[CH:2]=C.[BH4-].[Na+].C[OH:17]. (6) Given the product [CH2:7]([O:9][C:10]([C@H:12]1[C@@H:17]([NH:18][CH:1]2[CH2:5][CH2:4][CH2:3][CH2:2]2)[C@H:16]2[CH2:19][C@@H:13]1[CH2:14][CH2:15]2)=[O:11])[CH3:8], predict the reactants needed to synthesize it. The reactants are: [C:1]1(=O)[CH2:5][CH2:4][CH2:3][CH2:2]1.[CH2:7]([O:9][C:10]([C@H:12]1[C@@H:17]([NH2:18])[C@H:16]2[CH2:19][C@@H:13]1[CH2:14][CH2:15]2)=[O:11])[CH3:8].C([BH3-])#N.[Na+].C(=O)(O)[O-].[Na+]. (7) Given the product [C:10]1([O:16][C:17]([N:19]2[CH2:24][CH:23]=[C:22]([C:1]3[CH:6]=[CH:5][CH:4]=[CH:3][CH:2]=3)[CH2:21][CH:20]2[CH3:33])=[O:18])[CH:15]=[CH:14][CH:13]=[CH:12][CH:11]=1, predict the reactants needed to synthesize it. The reactants are: [C:1]1(B(O)O)[CH:6]=[CH:5][CH:4]=[CH:3][CH:2]=1.[C:10]1([O:16][C:17]([N:19]2[CH2:24][CH:23]=[C:22](OS(C(F)(F)F)(=O)=O)[CH2:21][CH:20]2[CH3:33])=[O:18])[CH:15]=[CH:14][CH:13]=[CH:12][CH:11]=1.C([O-])([O-])=O.[K+].[K+].O.